This data is from Reaction yield outcomes from USPTO patents with 853,638 reactions. The task is: Predict the reaction yield, written as a fraction of the theoretical maximum amount of product (1.0 means a 100% yield; for example, 0.34 means a 34% yield). The reactants are Cl[C:2]1[N:3]=[C:4]([C:12]([O:14][CH2:15][CH3:16])=[O:13])[C:5]2[C:10]([CH:11]=1)=[CH:9][CH:8]=[CH:7][CH:6]=2.F[B-](F)(F)[C:19]1[CH:24]=[CH:23][CH:22]=[C:21]([C:25]#[C:26][C@:27]2([OH:34])[CH2:31][CH2:30][N:29]([CH3:32])[C:28]2=[O:33])[CH:20]=1.[K+]. No catalyst specified. The product is [OH:34][C@@:27]1([C:26]#[C:25][C:21]2[CH:20]=[C:19]([C:2]3[N:3]=[C:4]([C:12]([O:14][CH2:15][CH3:16])=[O:13])[C:5]4[C:10]([CH:11]=3)=[CH:9][CH:8]=[CH:7][CH:6]=4)[CH:24]=[CH:23][CH:22]=2)[CH2:31][CH2:30][N:29]([CH3:32])[C:28]1=[O:33]. The yield is 0.340.